Dataset: Forward reaction prediction with 1.9M reactions from USPTO patents (1976-2016). Task: Predict the product of the given reaction. The product is: [N:1]1([N:6]=[C:7]2[CH:12]=[CH:11][C:10]([NH:13][C:14](=[O:33])[CH:15]([C:27]3[CH:32]=[CH:31][CH:30]=[CH:29][CH:28]=3)[NH:16][C:17]([NH:19][C:20]3[CH:25]=[CH:24][C:23]([F:34])=[CH:22][CH:21]=3)=[S:18])=[CH:9][CH2:8]2)[CH2:5][CH2:4][CH2:3][CH2:2]1. Given the reactants [N:1]1([N:6]=[C:7]2[CH:12]=[CH:11][C:10]([NH:13][C:14](=[O:33])[CH:15]([C:27]3[CH:32]=[CH:31][CH:30]=[CH:29][CH:28]=3)[NH:16][C:17]([NH:19][C:20]3[CH:25]=[CH:24][C:23](Br)=[CH:22][CH:21]=3)=[S:18])=[CH:9][CH2:8]2)[CH2:5][CH2:4][CH2:3][CH2:2]1.[F:34]C1C=CC(N=C=S)=CC=1, predict the reaction product.